From a dataset of Merck oncology drug combination screen with 23,052 pairs across 39 cell lines. Regression. Given two drug SMILES strings and cell line genomic features, predict the synergy score measuring deviation from expected non-interaction effect. (1) Drug 1: Cn1c(=O)n(-c2ccc(C(C)(C)C#N)cc2)c2c3cc(-c4cnc5ccccc5c4)ccc3ncc21. Drug 2: CNC(=O)c1cc(Oc2ccc(NC(=O)Nc3ccc(Cl)c(C(F)(F)F)c3)cc2)ccn1. Cell line: SKMEL30. Synergy scores: synergy=13.5. (2) Drug 1: CN(C)C(=N)N=C(N)N. Synergy scores: synergy=-14.9. Cell line: NCIH23. Drug 2: COC1=C2CC(C)CC(OC)C(O)C(C)C=C(C)C(OC(N)=O)C(OC)C=CC=C(C)C(=O)NC(=CC1=O)C2=O. (3) Drug 1: CN1C(=O)C=CC2(C)C3CCC4(C)C(NC(=O)OCC(F)(F)F)CCC4C3CCC12. Drug 2: COC1CC2CCC(C)C(O)(O2)C(=O)C(=O)N2CCCCC2C(=O)OC(C(C)CC2CCC(OP(C)(C)=O)C(OC)C2)CC(=O)C(C)C=C(C)C(O)C(OC)C(=O)C(C)CC(C)C=CC=CC=C1C. Cell line: KPL1. Synergy scores: synergy=42.3.